This data is from Full USPTO retrosynthesis dataset with 1.9M reactions from patents (1976-2016). The task is: Predict the reactants needed to synthesize the given product. (1) Given the product [O:17]1[CH2:18][CH:15]([C:11]2[CH:10]=[C:9]([CH2:8][CH2:7][OH:6])[CH:14]=[CH:13][CH:12]=2)[CH2:16]1, predict the reactants needed to synthesize it. The reactants are: C([Si](C)(C)[O:6][CH2:7][CH2:8][C:9]1[CH:14]=[CH:13][CH:12]=[C:11]([CH:15]2[CH2:18][O:17][CH2:16]2)[CH:10]=1)(C)(C)C.[F-].C([N+](CCCC)(CCCC)CCCC)CCC.C([O-])(O)=O.[Na+]. (2) Given the product [ClH:16].[NH2:1][C:2]1[N:7]=[CH:6][C:5](/[CH:8]=[CH:9]/[C:10]([OH:12])=[O:11])=[C:4]([CH3:15])[CH:3]=1, predict the reactants needed to synthesize it. The reactants are: [NH2:1][C:2]1[N:7]=[CH:6][C:5](/[CH:8]=[CH:9]/[C:10]([O:12]CC)=[O:11])=[C:4]([CH3:15])[CH:3]=1.[ClH:16]. (3) Given the product [F:1][C:2]1[CH:3]=[C:24]([C:23]([OH:26])=[O:25])[CH:5]=[C:6]2[C:10]=1[NH:9][N:8]=[C:7]2[C:11]1[CH:20]=[CH:19][C:18]2[C:13](=[CH:14][CH:15]=[CH:16][CH:17]=2)[CH:12]=1, predict the reactants needed to synthesize it. The reactants are: [F:1][C:2]1[CH:3]=C(C#N)[CH:5]=[C:6]2[C:10]=1[NH:9][N:8]=[C:7]2[C:11]1[CH:20]=[CH:19][C:18]2[C:13](=[CH:14][CH:15]=[CH:16][CH:17]=2)[CH:12]=1.[C:23]([OH:26])(=[O:25])[CH3:24].S(=O)(=O)(O)O. (4) Given the product [OH2:24].[OH2:32].[ClH:31].[ClH:31].[F:1][C:2]1[CH:3]=[N:4][C:5]([NH:8][C:9]2[S:10][C:11]3[CH2:17][CH2:16][N:15]([CH2:18][CH2:19][CH2:20][N:21]4[CH2:26][CH2:25][O:24][CH2:23][CH2:22]4)[C:14]4=[N:27][NH:28][CH:29]=[C:13]4[C:12]=3[N:30]=2)=[N:6][CH:7]=1, predict the reactants needed to synthesize it. The reactants are: [F:1][C:2]1[CH:3]=[N:4][C:5]([NH:8][C:9]2[S:10][C:11]3[CH2:17][CH2:16][N:15]([CH2:18][CH2:19][CH2:20][N:21]4[CH2:26][CH2:25][O:24][CH2:23][CH2:22]4)[C:14]4=[N:27][NH:28][CH:29]=[C:13]4[C:12]=3[N:30]=2)=[N:6][CH:7]=1.[ClH:31].[O:32]1CCOCC1.